Dataset: Catalyst prediction with 721,799 reactions and 888 catalyst types from USPTO. Task: Predict which catalyst facilitates the given reaction. (1) Reactant: Br[C:2]1[CH:7]=[CH:6][C:5]([S:8]([NH:11][C:12]2[CH:17]=[CH:16][C:15]([Cl:18])=[CH:14][C:13]=2[C:19]([C:21]2[CH:26]=[CH:25][N:24]=[CH:23][CH:22]=2)=[O:20])(=[O:10])=[O:9])=[CH:4][CH:3]=1.O.[O-]P([O-])([O-])=O.[K+].[K+].[K+].C1(P(C2C=CC=CC=2)C2C=CC3C(=CC=CC=3)C=2C2C3C(=CC=CC=3)C=CC=2P(C2C=CC=CC=2)C2C=CC=CC=2)C=CC=CC=1.[NH:82]1[CH2:86][CH2:85][CH2:84][CH2:83]1. Product: [Cl:18][C:15]1[CH:16]=[CH:17][C:12]([NH:11][S:8]([C:5]2[CH:6]=[CH:7][C:2]([N:82]3[CH2:86][CH2:85][CH2:84][CH2:83]3)=[CH:3][CH:4]=2)(=[O:10])=[O:9])=[C:13]([C:19]([C:21]2[CH:26]=[CH:25][N:24]=[CH:23][CH:22]=2)=[O:20])[CH:14]=1. The catalyst class is: 505. (2) Reactant: F[C:2]1[CH:3]=[N:4][CH:5]=[CH:6][C:7]=1[N+:8]([O-:10])=[O:9].[C:11]([NH:18][C@H:19]1[CH2:24][CH2:23][CH2:22][NH:21][CH2:20]1)([O:13][C:14]([CH3:17])([CH3:16])[CH3:15])=[O:12].CCN(C(C)C)C(C)C. Product: [N+:8]([C:7]1[CH:6]=[CH:5][N:4]=[CH:3][C:2]=1[N:21]1[CH2:22][CH2:23][CH2:24][C@H:19]([NH:18][C:11](=[O:12])[O:13][C:14]([CH3:16])([CH3:15])[CH3:17])[CH2:20]1)([O-:10])=[O:9]. The catalyst class is: 12. (3) Reactant: N#N.[CH3:3][O:4][C:5]([CH:7]1[CH2:11][O:10][C:9]([CH2:12][CH2:13][CH2:14][CH2:15][C:16]2([CH3:21])[O:20][CH2:19][CH2:18][O:17]2)=[N:8]1)=[O:6].C1CCN2C(=NCCC2)CC1.BrC(Cl)(Cl)Cl.C([O-])(O)=O.[Na+]. Product: [CH3:3][O:4][C:5]([C:7]1[N:8]=[C:9]([CH2:12][CH2:13][CH2:14][CH2:15][C:16]2([CH3:21])[O:20][CH2:19][CH2:18][O:17]2)[O:10][CH:11]=1)=[O:6]. The catalyst class is: 2. (4) Reactant: [CH3:1][C:2]1[CH:3]=[C:4]([CH:17]=[CH:18][C:19]=1[CH3:20])[C:5]([C:7]1([OH:16])[CH2:12][CH2:11][CH2:10][CH2:9][CH:8]1[C:13]([OH:15])=[O:14])=[O:6].[CH2:21]([NH:24][CH2:25][CH2:26][CH3:27])[CH2:22][CH3:23]. Product: [CH2:21]([NH2+:24][CH2:25][CH2:26][CH3:27])[CH2:22][CH3:23].[CH3:1][C:2]1[CH:3]=[C:4]([CH:17]=[CH:18][C:19]=1[CH3:20])[C:5]([C:7]1([OH:16])[CH2:12][CH2:11][CH2:10][CH2:9][CH:8]1[C:13]([O-:15])=[O:14])=[O:6]. The catalyst class is: 21. (5) Reactant: [Br:1][C:2]1[C:3](F)=[C:4]2[C:10]([NH:11][C:12](=[O:19])[C:13]3[CH:18]=[CH:17][CH:16]=[N:15][CH:14]=3)=[CH:9][NH:8][C:5]2=[N:6][CH:7]=1.[CH3:21][C:22]1([NH:28]C(=O)OC(C)(C)C)[CH2:27][CH2:26][CH2:25][NH:24][CH2:23]1.CCN(C(C)C)C(C)C.C(O)(C(F)(F)F)=O.C(Cl)[Cl:53]. Product: [ClH:53].[NH2:28][C:22]1([CH3:21])[CH2:27][CH2:26][CH2:25][N:24]([C:3]2[C:2]([Br:1])=[CH:7][N:6]=[C:5]3[NH:8][CH:9]=[C:10]([NH:11][C:12](=[O:19])[C:13]4[CH:18]=[CH:17][CH:16]=[N:15][CH:14]=4)[C:4]=23)[CH2:23]1. The catalyst class is: 114. (6) Reactant: P(Cl)(Cl)(Cl)(Cl)Cl.[CH:7]1([CH2:10][N:11]2[CH2:17][CH:16]([C:18]3[CH:23]=[CH:22][CH:21]=[CH:20][CH:19]=3)[CH2:15][CH2:14][CH2:13][C:12]2=[O:24])[CH2:9][CH2:8]1.II.BrBr.[N-:29]=[N+]=[N-].[Na+].[Br-]. Product: [NH2:29][C@@H:13]1[CH2:14][CH2:15][C@@H:16]([C:18]2[CH:19]=[CH:20][CH:21]=[CH:22][CH:23]=2)[CH2:17][N:11]([CH2:10][CH:7]2[CH2:9][CH2:8]2)[C:12]1=[O:24]. The catalyst class is: 120.